From a dataset of Forward reaction prediction with 1.9M reactions from USPTO patents (1976-2016). Predict the product of the given reaction. Given the reactants [NH:1]1[CH2:6][CH2:5][CH:4]([NH:7][C:8]2[O:9][C:10]3[C:11]([CH2:17][OH:18])=[N:12][CH:13]=[CH:14][C:15]=3[N:16]=2)[CH2:3][CH2:2]1.[CH2:19]([O:21][C:22]1[CH:23]=[C:24]([CH:27]=[C:28]([O:31][CH2:32][CH3:33])[C:29]=1[F:30])[CH:25]=O)[CH3:20].C([BH3-])#N.[Na+].C(N(C(C)C)C(C)C)C, predict the reaction product. The product is: [CH2:19]([O:21][C:22]1[CH:23]=[C:24]([CH:27]=[C:28]([O:31][CH2:32][CH3:33])[C:29]=1[F:30])[CH2:25][N:1]1[CH2:2][CH2:3][CH:4]([NH:7][C:8]2[O:9][C:10]3[C:11]([CH2:17][OH:18])=[N:12][CH:13]=[CH:14][C:15]=3[N:16]=2)[CH2:5][CH2:6]1)[CH3:20].